Dataset: Forward reaction prediction with 1.9M reactions from USPTO patents (1976-2016). Task: Predict the product of the given reaction. (1) Given the reactants C(OC(=O)[NH:7][C:8]1[N:9]=[C:10]2[C:15]([C:16]([F:19])([F:18])[F:17])=[CH:14][C:13]([C:20]3[O:21][CH:22]=[CH:23][CH:24]=3)=[CH:12][N:11]2[CH:25]=1)(C)(C)C.[H-].[Na+].[C:29]1([CH2:35][S:36](Cl)(=[O:38])=[O:37])[CH:34]=[CH:33][CH:32]=[CH:31][CH:30]=1.[ClH:40], predict the reaction product. The product is: [Cl:40][C:25]1[N:11]2[CH:12]=[C:13]([C:20]3[O:21][CH:22]=[CH:23][CH:24]=3)[CH:14]=[C:15]([C:16]([F:18])([F:17])[F:19])[C:10]2=[N:9][C:8]=1[NH:7][S:36]([CH2:35][C:29]1[CH:30]=[CH:31][CH:32]=[CH:33][CH:34]=1)(=[O:38])=[O:37]. (2) Given the reactants [CH2:1]([O:8][C@@H:9]1[C@@H:15]([O:16][CH2:17][C:18]2[CH:23]=[CH:22][CH:21]=[CH:20][CH:19]=2)[C@:14]2([C:25]3[CH:30]=[CH:29][C:28]([Cl:31])=[C:27]([CH2:32][C:33]4[CH:38]=[CH:37][C:36]([O:39][CH2:40][CH3:41])=[CH:35][CH:34]=4)[CH:26]=3)[O:24][C@@:11]([CH2:42][OH:43])([CH2:12][O:13]2)[C@@H:10]1[OH:44])[C:2]1[CH:7]=[CH:6][CH:5]=[CH:4][CH:3]=1.C(=O)(O)[O-].[Na+].[Br-].[K+].Cl[O-].[Na+].[Cl-].[NH4+], predict the reaction product. The product is: [CH2:1]([O:8][C@@H:9]1[C@@H:15]([O:16][CH2:17][C:18]2[CH:19]=[CH:20][CH:21]=[CH:22][CH:23]=2)[C@:14]2([C:25]3[CH:30]=[CH:29][C:28]([Cl:31])=[C:27]([CH2:32][C:33]4[CH:34]=[CH:35][C:36]([O:39][CH2:40][CH3:41])=[CH:37][CH:38]=4)[CH:26]=3)[O:24][C@@:11]([CH:42]=[O:43])([CH2:12][O:13]2)[C@@H:10]1[OH:44])[C:2]1[CH:7]=[CH:6][CH:5]=[CH:4][CH:3]=1. (3) The product is: [NH2:8][CH2:9][CH2:10][CH2:11][C@@H:12]([CH2:16][C:17]1[N:18]=[CH:19][N:20]2[C:29]3[C:24](=[CH:25][CH:26]=[CH:27][CH:28]=3)[CH2:23][CH2:22][C:21]=12)[C:13]([OH:15])=[O:14]. Given the reactants C(OC([NH:8][CH2:9][CH2:10][CH2:11][CH:12]([CH2:16][C:17]1[N:18]=[CH:19][N:20]2[C:29]3[C:24](=[CH:25][CH:26]=[CH:27][CH:28]=3)[CH2:23][CH2:22][C:21]=12)[C:13]([OH:15])=[O:14])=O)(C)(C)C.C1([C@@H](O)[C@@H](N2CCCC2)C)C=CC=CC=1.Cl.CN(C)CCCN=C=NCC.C(=O)([O-])O.[Na+].C(OC(NCCC[C@@H](CC1N=CN2C3C(=CC=CC=3)CCC=12)C(O[C@H](C1C=CC=CC=1)[C@@H](N1CCCC1)C)=O)=O)(C)(C)C.C(OC(NCCC[C@H](CC1N=CN2C3C(=CC=CC=3)CCC=12)C(O[C@H](C1C=CC=CC=1)[C@@H](N1CCCC1)C)=O)=O)(C)(C)C, predict the reaction product. (4) Given the reactants Cl.[CH3:2][N:3]1[CH2:8][CH2:7][CH2:6][CH:5]([C:9]([OH:11])=[O:10])[CH2:4]1.C(Cl)(=O)C(Cl)=O.[NH2:18][C:19]1[CH:20]=[C:21]([N:30]2[C:34](=[O:35])[C:33]([CH3:37])([CH3:36])[N:32]([CH2:38][C:39]3[CH:44]=[CH:43][N:42]=[CH:41][CH:40]=3)[C:31]2=[O:45])[CH:22]=[CH:23][C:24]=1[O:25][C:26]([F:29])([F:28])[F:27].C(=O)(O)[O-].[Na+], predict the reaction product. The product is: [F:29][C:26]([F:27])([F:28])[C:9]([OH:11])=[O:10].[CH3:36][C:33]1([CH3:37])[C:34](=[O:35])[N:30]([C:21]2[CH:22]=[CH:23][C:24]([O:25][C:26]([F:28])([F:27])[F:29])=[C:19]([NH:18][C:9]([CH:5]3[CH2:6][CH2:7][CH2:8][N:3]([CH3:2])[CH2:4]3)=[O:11])[CH:20]=2)[C:31](=[O:45])[N:32]1[CH2:38][C:39]1[CH:40]=[CH:41][N:42]=[CH:43][CH:44]=1. (5) Given the reactants [CH3:1][O:2][C:3]1[CH:12]=[CH:11][C:6]([CH:7]=[CH:8][C:9]#[N:10])=[CH:5][CH:4]=1, predict the reaction product. The product is: [CH3:1][O:2][C:3]1[CH:12]=[CH:11][C:6]([CH2:7][CH2:8][C:9]#[N:10])=[CH:5][CH:4]=1. (6) Given the reactants [NH2:1][CH2:2][C:3]([OH:21])([CH2:8][C:9]([C:12]1[CH:17]=[C:16]([F:18])[CH:15]=[CH:14][C:13]=1[O:19][CH3:20])([CH3:11])[CH3:10])[C:4]([F:7])([F:6])[F:5].Br[C:23]1[CH:31]=[C:30]([CH3:32])[CH:29]=[C:28]2[C:24]=1[CH:25]=[N:26][N:27]2[C:33]1[CH:38]=[CH:37][C:36]([F:39])=[CH:35][CH:34]=1, predict the reaction product. The product is: [F:5][C:4]([F:7])([F:6])[C:3]([CH2:2][NH:1][C:23]1[CH:31]=[C:30]([CH3:32])[CH:29]=[C:28]2[C:24]=1[CH:25]=[N:26][N:27]2[C:33]1[CH:38]=[CH:37][C:36]([F:39])=[CH:35][CH:34]=1)([OH:21])[CH2:8][C:9]([C:12]1[CH:17]=[C:16]([F:18])[CH:15]=[CH:14][C:13]=1[O:19][CH3:20])([CH3:11])[CH3:10]. (7) Given the reactants [CH3:1][S:2][C:3]1[N:10]2[C:6]([S:7][C:8]([C:11]3[C@H:12]([CH3:35])[C@@H:13]4[C@@H:30]([C@H:31]([OH:33])[CH3:32])[C:29](=[O:34])[N:14]4[C:15]=3[C:16]([O:18][CH2:19][C:20]3[CH:25]=[CH:24][C:23]([N+:26]([O-:28])=[O:27])=[CH:22][CH:21]=3)=[O:17])=[CH:9]2)=[C:5]([S:36][CH3:37])[N:4]=1.IC[C:40]([NH2:42])=[O:41], predict the reaction product. The product is: [C:40]([CH2:37][S:36][C:5]1[N:4]=[C:3]([S:2][CH3:1])[N:10]2[CH:9]=[C:8]([C:11]3[C@H:12]([CH3:35])[C@@H:13]4[C@@H:30]([C@H:31]([OH:33])[CH3:32])[C:29](=[O:34])[N:14]4[C:15]=3[C:16]([O:18][CH2:19][C:20]3[CH:21]=[CH:22][C:23]([N+:26]([O-:28])=[O:27])=[CH:24][CH:25]=3)=[O:17])[S:7][C:6]=12)(=[O:41])[NH2:42]. (8) Given the reactants [CH:1]1([N:4]2[CH2:9][CH2:8][N:7]([C:10]3([CH2:23][NH:24]C(=O)C(F)(F)F)[CH2:15][CH2:14][N:13]([C:16]([O:18][C:19]([CH3:22])([CH3:21])[CH3:20])=[O:17])[CH2:12][CH2:11]3)[CH2:6][CH2:5]2)[CH2:3][CH2:2]1.[OH-].[Na+], predict the reaction product. The product is: [NH2:24][CH2:23][C:10]1([N:7]2[CH2:8][CH2:9][N:4]([CH:1]3[CH2:3][CH2:2]3)[CH2:5][CH2:6]2)[CH2:11][CH2:12][N:13]([C:16]([O:18][C:19]([CH3:21])([CH3:22])[CH3:20])=[O:17])[CH2:14][CH2:15]1. (9) The product is: [Cl:1][C:2]1[CH:3]=[C:4]2[C:9](=[C:10]([Cl:12])[CH:11]=1)[CH2:8][N:7]([CH3:13])[CH2:6][CH:5]2[C:14]1[CH:19]=[CH:18][C:17]([NH:20][C:21]([NH:23][CH2:24][CH2:25][CH2:26][CH:28]2[C:29](=[O:37])[O:30][C:31]([CH3:35])([CH3:36])[O:32][C:33]2=[O:34])=[O:22])=[CH:16][CH:15]=1. Given the reactants [Cl:1][C:2]1[CH:3]=[C:4]2[C:9](=[C:10]([Cl:12])[CH:11]=1)[CH2:8][N:7]([CH3:13])[CH2:6][CH:5]2[C:14]1[CH:19]=[CH:18][C:17]([NH:20][C:21]([NH:23][CH2:24][CH2:25][C:26]([CH:28]2[C:33](=[O:34])[O:32][C:31]([CH3:36])([CH3:35])[O:30][C:29]2=[O:37])=O)=[O:22])=[CH:16][CH:15]=1.C(O)(=O)C, predict the reaction product.